Dataset: Full USPTO retrosynthesis dataset with 1.9M reactions from patents (1976-2016). Task: Predict the reactants needed to synthesize the given product. (1) Given the product [CH3:1][O:2][C:3]1[CH:8]=[C:7]([OH:20])[CH:6]=[C:5]([CH3:9])[C:4]=1[N:10]1[CH:14]=[C:13]([C:15]([F:18])([F:17])[F:16])[CH:12]=[N:11]1, predict the reactants needed to synthesize it. The reactants are: [CH3:1][O:2][C:3]1[CH:8]=[CH:7][CH:6]=[C:5]([CH3:9])[C:4]=1[N:10]1[CH:14]=[C:13]([C:15]([F:18])([F:17])[F:16])[CH:12]=[N:11]1.B1(B2OC(C)(C)C(C)(C)O2)OC(C)(C)C(C)(C)[O:20]1.OOS([O-])=O.[K+]. (2) Given the product [CH3:23][CH:22]([CH3:24])[CH2:21][C:20]([NH:1][C:2]1[C:3]([C:8]([OH:10])=[O:9])=[N:4][CH:5]=[CH:6][N:7]=1)=[O:25], predict the reactants needed to synthesize it. The reactants are: [NH2:1][C:2]1[C:3]([C:8]([OH:10])=[O:9])=[N:4][CH:5]=[CH:6][N:7]=1.C(N(C(C)C)CC)(C)C.[C:20](Cl)(=[O:25])[CH2:21][CH:22]([CH3:24])[CH3:23]. (3) Given the product [CH3:10][O:9][C:3]1[CH:4]=[CH:5][C:6]([CH3:8])=[CH:7][C:2]=1[N:22]1[C:23]2[CH:11]=[CH:12][CH:13]=[CH:14][C:15]=2[C:16]2[C:21]1=[CH:20][CH:19]=[CH:18][CH:17]=2, predict the reactants needed to synthesize it. The reactants are: Br[C:2]1[CH:7]=[C:6]([CH3:8])[CH:5]=[CH:4][C:3]=1[O:9][CH3:10].[CH:11]1[C:23]2[NH:22][C:21]3[C:16](=[CH:17][CH:18]=[CH:19][CH:20]=3)[C:15]=2[CH:14]=[CH:13][CH:12]=1.[O-]P([O-])([O-])=O.[K+].[K+].[K+].N[C@@H]1CCCC[C@H]1N. (4) Given the product [O:29]1[CH2:28][CH2:27][N:26]([C:4]2[C:5]3[S:10][C:9]([CH2:11][N:12]4[CH2:13][CH2:14][CH:15]([S:18]([C:21]5[S:22][CH:23]=[CH:24][N:25]=5)(=[O:19])=[O:20])[CH2:16][CH2:17]4)=[CH:8][C:6]=3[N:7]=[C:2]([C:36]3[CH:35]=[N:34][C:33]([NH2:32])=[N:38][CH:37]=3)[N:3]=2)[CH2:31][CH2:30]1, predict the reactants needed to synthesize it. The reactants are: Cl[C:2]1[N:3]=[C:4]([N:26]2[CH2:31][CH2:30][O:29][CH2:28][CH2:27]2)[C:5]2[S:10][C:9]([CH2:11][N:12]3[CH2:17][CH2:16][CH:15]([S:18]([C:21]4[S:22][CH:23]=[CH:24][N:25]=4)(=[O:20])=[O:19])[CH2:14][CH2:13]3)=[CH:8][C:6]=2[N:7]=1.[NH2:32][C:33]1[N:38]=[CH:37][C:36](B(O)O)=[CH:35][N:34]=1. (5) Given the product [C:1]([O:5][C:6]([NH:8][C@H:9]([CH:17]([CH2:22][CH3:23])[CH2:18][CH2:19][CH2:20][CH3:21])[C@H:10]([OH:16])[C:11]([OH:13])=[O:12])=[O:7])([CH3:4])([CH3:3])[CH3:2], predict the reactants needed to synthesize it. The reactants are: [C:1]([O:5][C:6]([NH:8][C@H:9]([CH:17]([CH2:22][CH3:23])[CH2:18][CH2:19][CH2:20][CH3:21])[C@H:10]([OH:16])[C:11]([O:13]CC)=[O:12])=[O:7])([CH3:4])([CH3:3])[CH3:2].OO.O.[OH-].[Li+]. (6) Given the product [CH3:1][O:2][C:3]1[CH:4]=[CH:5][C:6]([C:7]([NH:20][C:21]2[N:29]=[CH:28][N:27]=[C:26]3[C:22]=2[N:23]=[CH:24][N:25]3[C@H:30]2[O:35][C@@H:34]([CH2:36][O:37][C:46]([C:53]3[CH:58]=[CH:57][CH:56]=[CH:55][CH:54]=3)([C:47]3[CH:52]=[CH:51][CH:50]=[CH:49][CH:48]=3)[C:45]3[CH:44]=[CH:43][C:42]([O:41][CH3:40])=[CH:61][CH:60]=3)[C@@H:32]([OH:33])[CH2:31]2)([C:14]2[CH:15]=[CH:16][CH:17]=[CH:18][CH:19]=2)[C:8]2[CH:9]=[CH:10][CH:11]=[CH:12][CH:13]=2)=[CH:38][CH:39]=1, predict the reactants needed to synthesize it. The reactants are: [CH3:1][O:2][C:3]1[CH:39]=[CH:38][C:6]([C:7]([NH:20][C:21]2[N:29]=[CH:28][N:27]=[C:26]3[C:22]=2[N:23]=[CH:24][N:25]3[C@H:30]2[O:35][C@@H:34]([CH2:36][OH:37])[C@@H:32]([OH:33])[CH2:31]2)([C:14]2[CH:19]=[CH:18][CH:17]=[CH:16][CH:15]=2)[C:8]2[CH:13]=[CH:12][CH:11]=[CH:10][CH:9]=2)=[CH:5][CH:4]=1.[CH3:40][O:41][C:42]1[CH:61]=[CH:60][C:45]([C:46](Cl)([C:53]2[CH:58]=[CH:57][CH:56]=[CH:55][CH:54]=2)[C:47]2[CH:52]=[CH:51][CH:50]=[CH:49][CH:48]=2)=[CH:44][CH:43]=1.CO. (7) Given the product [Cl:98][C:99]1[CH:100]=[C:101]([CH3:102])[C:21]2[N:20]=[C:23]([C:24]3[CH:91]=[CH:90][C:89]([O:88][CH2:87][CH2:86][CH2:85][CH:11]4[CH2:10][CH2:9][NH:8][CH2:13][CH2:12]4)=[CH:94][C:93]=3[CH3:92])[NH:42][C:22]=2[CH:104]=1, predict the reactants needed to synthesize it. The reactants are: C(OC([N:8]1[CH2:13][CH2:12][CH2:11][CH2:10][CH:9]1CCCO)=O)(C)(C)C.C([N:20]([CH2:23][CH3:24])[CH2:21][CH3:22])C.CS(Cl)(=O)=O.C([O-])(O)=O.[Na+].C(OC([N:42]1CCC(CCCOS(C)(=O)=O)CC1)=O)(C)(C)C.OC1C=CC(C=O)=C(C)C=1.C(=O)([O-])[O-].[Cs+].[Cs+].C(OC(N1CCC([CH2:85][CH2:86][CH2:87][O:88][C:89]2[CH:94]=[CH:93][C:92](C=O)=[C:91](C)[CH:90]=2)CC1)=O)(C)(C)C.[Cl:98][C:99]1[CH:104]=C(N)[C:102](N)=[C:101](C)[CH:100]=1.